This data is from Reaction yield outcomes from USPTO patents with 853,638 reactions. The task is: Predict the reaction yield, written as a fraction of the theoretical maximum amount of product (1.0 means a 100% yield; for example, 0.34 means a 34% yield). (1) The reactants are FC(F)(F)C(O)=O.C([O:15][C:16]1[CH:35]=[CH:34][C:19]([CH2:20][NH:21][C:22]([C:24]2[CH:25]=[C:26]3[C:31](=[CH:32][CH:33]=2)[N:30]=[CH:29][CH:28]=[CH:27]3)=[O:23])=[CH:18][CH:17]=1)C1C=CC=CC=1.C(=O)(O)[O-].[Na+]. The catalyst is C1(SC)C=CC=CC=1. The product is [OH:15][C:16]1[CH:17]=[CH:18][C:19]([CH2:20][NH:21][C:22]([C:24]2[CH:25]=[C:26]3[C:31](=[CH:32][CH:33]=2)[N:30]=[CH:29][CH:28]=[CH:27]3)=[O:23])=[CH:34][CH:35]=1. The yield is 0.220. (2) The reactants are [CH2:1]([OH:6])[CH2:2][CH2:3][CH:4]=[CH2:5].[H-].[Na+].Cl[S:10]([N:13]=C=O)(=[O:12])=[O:11].C(O)=O. The catalyst is CC#N.CN(C=O)C. The product is [S:10](=[O:12])(=[O:11])([O:6][CH2:1][CH2:2][CH2:3][CH:4]=[CH2:5])[NH2:13]. The yield is 0.810.